Dataset: Forward reaction prediction with 1.9M reactions from USPTO patents (1976-2016). Task: Predict the product of the given reaction. (1) Given the reactants C(Cl)(=O)C(Cl)=O.[CH3:7][C:8]1[CH:9]=[C:10]([NH:14][C:15]2[S:16][C:17]([C:26]([OH:28])=O)=[C:18]([C:20]3[CH:25]=[CH:24][N:23]=[CH:22][CH:21]=3)[N:19]=2)[CH:11]=[CH:12][CH:13]=1.[CH3:29][N:30]([CH3:34])[CH2:31][CH2:32][NH2:33], predict the reaction product. The product is: [CH3:29][N:30]([CH3:34])[CH2:31][CH2:32][NH:33][C:26]([C:17]1[S:16][C:15]([NH:14][C:10]2[CH:11]=[CH:12][CH:13]=[C:8]([CH3:7])[CH:9]=2)=[N:19][C:18]=1[C:20]1[CH:21]=[CH:22][N:23]=[CH:24][CH:25]=1)=[O:28]. (2) The product is: [C:39]([OH:51])(=[O:50])[CH2:40][C:41]([CH2:46][C:47]([OH:49])=[O:48])([C:43]([OH:45])=[O:44])[OH:42].[CH3:1][N:2]([CH3:35])[C:3]1([C:29]2[CH:34]=[CH:33][CH:32]=[CH:31][CH:30]=2)[CH2:8][CH2:7][CH:6]([CH2:9][NH:10][C:11]([N:13]2[CH2:18][CH2:17][CH2:16][CH:15]([C:19]3[C:27]4[C:22](=[CH:23][CH:24]=[C:25]([F:28])[CH:26]=4)[NH:21][CH:20]=3)[CH2:14]2)=[O:12])[CH2:5][CH2:4]1. Given the reactants [CH3:1][N:2]([CH3:35])[C:3]1([C:29]2[CH:34]=[CH:33][CH:32]=[CH:31][CH:30]=2)[CH2:8][CH2:7][CH:6]([CH2:9][NH:10][C:11]([N:13]2[CH2:18][CH2:17][CH2:16][CH:15]([C:19]3[C:27]4[C:22](=[CH:23][CH:24]=[C:25]([F:28])[CH:26]=4)[NH:21][CH:20]=3)[CH2:14]2)=[O:12])[CH2:5][CH2:4]1.C(O)C.[C:39]([OH:51])(=[O:50])[CH2:40][C:41]([CH2:46][C:47]([OH:49])=[O:48])([C:43]([OH:45])=[O:44])[OH:42], predict the reaction product. (3) Given the reactants F[C:2]1[N:7]2[CH:8]=[C:9]([CH2:11][N:12]3[C@H:25]4[C@H:16]([CH2:17][CH2:18][C:19]5[C:24]4=[N:23][CH:22]=[CH:21][CH:20]=5)[CH2:15][CH2:14][CH2:13]3)[N:10]=[C:6]2[CH:5]=[CH:4][CH:3]=1.[CH3:26][O:27][CH2:28][CH2:29][N:30]1[CH2:35][CH2:34][NH:33][CH2:32][CH2:31]1, predict the reaction product. The product is: [CH3:26][O:27][CH2:28][CH2:29][N:30]1[CH2:35][CH2:34][N:33]([C:2]2[N:7]3[CH:8]=[C:9]([CH2:11][N:12]4[C@H:25]5[C@H:16]([CH2:17][CH2:18][C:19]6[C:24]5=[N:23][CH:22]=[CH:21][CH:20]=6)[CH2:15][CH2:14][CH2:13]4)[N:10]=[C:6]3[CH:5]=[CH:4][CH:3]=2)[CH2:32][CH2:31]1.